From a dataset of CYP2C9 inhibition data for predicting drug metabolism from PubChem BioAssay. Regression/Classification. Given a drug SMILES string, predict its absorption, distribution, metabolism, or excretion properties. Task type varies by dataset: regression for continuous measurements (e.g., permeability, clearance, half-life) or binary classification for categorical outcomes (e.g., BBB penetration, CYP inhibition). Dataset: cyp2c9_veith. (1) The molecule is CN(C)C(=O)c1ccc(-c2cncnc2N(C)Cc2ccco2)cc1. The result is 0 (non-inhibitor). (2) The drug is NCC1CCC(C(=O)O)CC1. The result is 0 (non-inhibitor). (3) The molecule is COc1ccccc1CNc1cc(-c2cccnc2)ncn1. The result is 0 (non-inhibitor). (4) The molecule is O=C(NN1C(=O)c2ccccc2C1=O)C1CCCCC1. The result is 0 (non-inhibitor). (5) The molecule is CCCCC1(CCCC)C(=O)NC(=Nc2cccc(C)c2)NC1=O. The result is 1 (inhibitor). (6) The drug is CC(C)(N=NC(C)(C)C1=NCCN1)C1=NCCN1. The result is 0 (non-inhibitor). (7) The molecule is O=c1oc(Cl)c(Cl)c2ccccc12. The result is 1 (inhibitor). (8) The drug is N#Cc1cccc(-c2cc(-n3ccnc3)ncn2)c1. The result is 0 (non-inhibitor).